Dataset: Forward reaction prediction with 1.9M reactions from USPTO patents (1976-2016). Task: Predict the product of the given reaction. (1) Given the reactants [B-](F)(F)(F)F.[CH3:6][N:7](C(ON1C(=O)CCC1=O)=[N+](C)C)[CH3:8].[OH:21][CH:22]([C:24]1[CH:25]=[C:26]([C:41]([OH:43])=O)[CH:27]=[C:28]2[C:33]=1[O:32][C:31]([N:34]1[CH2:39][CH2:38][O:37][CH2:36][CH2:35]1)=[CH:30][C:29]2=[O:40])[CH3:23].CCN(C(C)C)C(C)C.CNC, predict the reaction product. The product is: [OH:21][CH:22]([C:24]1[CH:25]=[C:26]([C:41]([N:7]([CH3:8])[CH3:6])=[O:43])[CH:27]=[C:28]2[C:33]=1[O:32][C:31]([N:34]1[CH2:39][CH2:38][O:37][CH2:36][CH2:35]1)=[CH:30][C:29]2=[O:40])[CH3:23]. (2) Given the reactants [CH:1]1([C@H:5]([NH:10][C:11]2[N:19]=[C:18]([C:20]([O:22][CH3:23])=[O:21])[N:17]=[C:16]3[C:12]=2[N:13]([CH2:31][C:32]2[CH:37]=[CH:36][C:35]([C:38]([F:41])([F:40])[F:39])=[CH:34][CH:33]=2)[C:14]([C:24]2[CH:29]=[CH:28][CH:27]=[C:26]([CH3:30])[CH:25]=2)=[N:15]3)[CH2:6][CH2:7][CH2:8][OH:9])[CH2:4][CH2:3][CH2:2]1.O.CC1(C)N([O])C(C)(C)CCC1.C(OI(C1C=CC=CC=1)OC(=O)C)(=[O:56])C, predict the reaction product. The product is: [CH:1]1([C@H:5]([NH:10][C:11]2[N:19]=[C:18]([C:20]([O:22][CH3:23])=[O:21])[N:17]=[C:16]3[C:12]=2[N:13]([CH2:31][C:32]2[CH:33]=[CH:34][C:35]([C:38]([F:39])([F:40])[F:41])=[CH:36][CH:37]=2)[C:14]([C:24]2[CH:29]=[CH:28][CH:27]=[C:26]([CH3:30])[CH:25]=2)=[N:15]3)[CH2:6][CH2:7][C:8]([OH:56])=[O:9])[CH2:4][CH2:3][CH2:2]1. (3) The product is: [Cl:1][C:2]1[N:11]=[C:10]([NH:18][C:17]2[CH:19]=[CH:20][C:14]([CH3:13])=[CH:15][CH:16]=2)[C:9]2[C:4](=[CH:5][CH:6]=[CH:7][CH:8]=2)[N:3]=1. Given the reactants [Cl:1][C:2]1[N:11]=[C:10](Cl)[C:9]2[C:4](=[CH:5][CH:6]=[CH:7][CH:8]=2)[N:3]=1.[CH3:13][C:14]1[CH:20]=[CH:19][C:17]([NH2:18])=[CH:16][CH:15]=1, predict the reaction product. (4) The product is: [CH2:20]([O:22][Si:13]([O:14][CH2:15][CH3:16])([O:17][CH2:18][CH3:19])[CH2:5][CH2:6][CH2:7][N:8]1[CH2:12][CH2:11][N:10]=[CH:9]1)[CH3:21]. Given the reactants C[Li].[SiH4].C[CH:5]([SiH:13]([O:17][CH2:18][CH3:19])[O:14][CH2:15][CH3:16])[CH2:6][CH2:7][N:8]1[CH2:12][CH2:11][N:10]=[CH:9]1.[CH2:20]([O:22]CC)[CH3:21], predict the reaction product.